Dataset: Full USPTO retrosynthesis dataset with 1.9M reactions from patents (1976-2016). Task: Predict the reactants needed to synthesize the given product. (1) Given the product [CH:28]([S:31][C:32]1[CH:37]=[CH:36][CH:35]=[CH:34][C:33]=1[CH:38]=[CH2:2])([CH3:30])[CH3:29], predict the reactants needed to synthesize it. The reactants are: [I-].[CH3:2][P+](C1C=CC=CC=1)(C1C=CC=CC=1)C1C=CC=CC=1.CC(C)([O-])C.[K+].[CH:28]([S:31][C:32]1[CH:37]=[CH:36][CH:35]=[CH:34][C:33]=1[CH:38]=O)([CH3:30])[CH3:29].C(=O)(O)[O-].[Na+]. (2) The reactants are: C([O:4][CH2:5][CH2:6][C:7]1[CH:8]=[CH:9][CH:10]=[C:11]2[C:15]=1[NH:14][CH:13]=[C:12]2[C:16](=[O:35])[CH:17]([C:27]1[CH:32]=[N:31][C:30]([O:33][CH3:34])=[CH:29][N:28]=1)[NH:18][C:19]1[CH:20]=[N:21][CH:22]=[C:23]([O:25][CH3:26])[CH:24]=1)(=O)C.C(=O)([O-])[O-].[K+].[K+]. Given the product [OH:4][CH2:5][CH2:6][C:7]1[CH:8]=[CH:9][CH:10]=[C:11]2[C:15]=1[NH:14][CH:13]=[C:12]2[C:16](=[O:35])[CH:17]([C:27]1[CH:32]=[N:31][C:30]([O:33][CH3:34])=[CH:29][N:28]=1)[NH:18][C:19]1[CH:20]=[N:21][CH:22]=[C:23]([O:25][CH3:26])[CH:24]=1, predict the reactants needed to synthesize it. (3) Given the product [CH:30]1[C:31]2[CH:19]([CH2:18][O:17][C:15]([NH:12][C@H:4]([C:5]3[CH:10]=[CH:9][C:8]([OH:11])=[CH:7][CH:6]=3)[C:3]([O:2][CH3:1])=[O:13])=[O:16])[C:20]3[C:25](=[CH:24][CH:23]=[CH:22][CH:21]=3)[C:26]=2[CH:27]=[CH:28][CH:29]=1, predict the reactants needed to synthesize it. The reactants are: [CH3:1][O:2][C:3](=[O:13])[CH:4]([NH2:12])[C:5]1[CH:10]=[CH:9][C:8]([OH:11])=[CH:7][CH:6]=1.Cl[C:15]([O:17][CH2:18][CH:19]1[C:31]2[CH:30]=[CH:29][CH:28]=[CH:27][C:26]=2[C:25]2[C:20]1=[CH:21][CH:22]=[CH:23][CH:24]=2)=[O:16]. (4) Given the product [CH2:20]([NH:1][C:2]1[CH:15]=[CH:14][CH:13]=[CH:12][C:3]=1[C:4]([NH:6][C:7]([CH3:8])([C:9]#[CH:10])[CH3:11])=[O:5])[CH2:21][CH2:22][CH3:23], predict the reactants needed to synthesize it. The reactants are: [NH2:1][C:2]1[CH:15]=[CH:14][CH:13]=[CH:12][C:3]=1[C:4]([NH:6][C:7]([CH3:11])([C:9]#[CH:10])[CH3:8])=[O:5].ClCCCl.[CH:20](=O)[CH2:21][CH2:22][CH3:23].C(O[BH-](OC(=O)C)OC(=O)C)(=O)C.[Na+]. (5) Given the product [CH2:1]([O:3][C:4](=[O:38])[C:5]1[CH:10]=[CH:9][CH:8]=[C:7]([N:11]2[C:15]([CH3:16])=[CH:14][CH:13]=[C:12]2[C:17]2[CH:22]=[C:21]([Br:23])[CH:20]=[CH:19][C:18]=2[O:24][CH2:25][C:26]2[CH:27]=[CH:28][C:29]3[C:30](=[CH:35][CH:34]=[CH:33][CH:32]=3)[CH:31]=2)[CH:6]=1)[CH3:2], predict the reactants needed to synthesize it. The reactants are: [CH2:1]([O:3][C:4](=[O:38])[C:5]1[CH:10]=[CH:9][CH:8]=[C:7]([N:11]2[C:15]([CH3:16])=[CH:14][CH:13]=[C:12]2[C:17]2[CH:22]=[C:21]([Br:23])[CH:20]=[CH:19][C:18]=2[O:24][CH2:25][C:26]2[CH:31]=[CH:30][C:29]([C:32]3C=C[CH:35]=[CH:34][CH:33]=3)=[CH:28][CH:27]=2)[CH:6]=1)[CH3:2].C(Br)C1C=CC=CC=1. (6) The reactants are: Cl.[Cl:2][C:3]1[CH:4]=[C:5]([C:10](=[N:24][O:25][CH2:26][CH3:27])[CH:11]2[CH:16]3[CH:12]2[CH2:13][N:14](C(OC(C)(C)C)=O)[CH2:15]3)[CH:6]=[CH:7][C:8]=1[Cl:9].CCCCCC. Given the product [ClH:2].[CH2:26]([O:25][N:24]=[C:10]([CH:11]1[CH:16]2[CH:12]1[CH2:13][NH:14][CH2:15]2)[C:5]1[CH:6]=[CH:7][C:8]([Cl:9])=[C:3]([Cl:2])[CH:4]=1)[CH3:27], predict the reactants needed to synthesize it.